Dataset: Catalyst prediction with 721,799 reactions and 888 catalyst types from USPTO. Task: Predict which catalyst facilitates the given reaction. (1) Reactant: [Cl:1][CH2:2][C:3](Cl)=[O:4].[NH2:6][C:7]([C:11]1[CH:16]=[CH:15][CH:14]=[C:13]([Br:17])[CH:12]=1)([CH3:10])[CH2:8][OH:9].C([O-])([O-])=O.[K+].[K+]. Product: [Br:17][C:13]1[CH:12]=[C:11]([C:7]([NH:6][C:3](=[O:4])[CH2:2][Cl:1])([CH3:10])[CH2:8][OH:9])[CH:16]=[CH:15][CH:14]=1. The catalyst class is: 4. (2) Reactant: [C:1]([O:5][C:6]([N:8]1[CH2:12][C@@H:11]([CH2:13][N:14]([CH:31]([CH3:33])[CH3:32])[C:15](=[O:30])[C:16]2[CH:21]=[CH:20][C:19]([O:22][CH3:23])=[C:18]([O:24][CH2:25][CH2:26][CH2:27][O:28][CH3:29])[CH:17]=2)[C@H:10]([NH2:34])[CH2:9]1)=[O:7])([CH3:4])([CH3:3])[CH3:2].[N+]([C:38]1[CH:39]=[C:40]([S:44](Cl)(=[O:46])=[O:45])C=[CH:42][CH:43]=1)([O-])=O.C(C)(C)C.[CH3:52][C:53]#[N:54].[OH2:55].[OH2:56]. Product: [C:1]([O:5][C:6]([N:8]1[CH2:9][C@@H:10]([NH:34][S:44]([CH2:40][C:39]2[CH:38]=[CH:43][CH:42]=[C:53]([N+:54]([O-:56])=[O:55])[CH:52]=2)(=[O:46])=[O:45])[C@H:11]([CH2:13][N:14]([CH:31]([CH3:32])[CH3:33])[C:15](=[O:30])[C:16]2[CH:21]=[CH:20][C:19]([O:22][CH3:23])=[C:18]([O:24][CH2:25][CH2:26][CH2:27][O:28][CH3:29])[CH:17]=2)[CH2:12]1)=[O:7])([CH3:3])([CH3:4])[CH3:2]. The catalyst class is: 23.